From a dataset of NCI-60 drug combinations with 297,098 pairs across 59 cell lines. Regression. Given two drug SMILES strings and cell line genomic features, predict the synergy score measuring deviation from expected non-interaction effect. (1) Drug 1: CC(C)(C#N)C1=CC(=CC(=C1)CN2C=NC=N2)C(C)(C)C#N. Drug 2: C1CN(CCN1C(=O)CCBr)C(=O)CCBr. Cell line: HS 578T. Synergy scores: CSS=7.26, Synergy_ZIP=-2.03, Synergy_Bliss=-2.25, Synergy_Loewe=-2.82, Synergy_HSA=-2.94. (2) Drug 1: CC1=C(C=C(C=C1)NC2=NC=CC(=N2)N(C)C3=CC4=NN(C(=C4C=C3)C)C)S(=O)(=O)N.Cl. Drug 2: COCCOC1=C(C=C2C(=C1)C(=NC=N2)NC3=CC=CC(=C3)C#C)OCCOC.Cl. Cell line: UACC62. Synergy scores: CSS=4.42, Synergy_ZIP=-1.28, Synergy_Bliss=0.484, Synergy_Loewe=-3.00, Synergy_HSA=0.729. (3) Drug 1: C(CN)CNCCSP(=O)(O)O. Drug 2: C1C(C(OC1N2C=NC3=C2NC=NCC3O)CO)O. Cell line: TK-10. Synergy scores: CSS=-2.57, Synergy_ZIP=0.367, Synergy_Bliss=-0.906, Synergy_Loewe=-4.24, Synergy_HSA=-4.00. (4) Drug 1: CN(CC1=CN=C2C(=N1)C(=NC(=N2)N)N)C3=CC=C(C=C3)C(=O)NC(CCC(=O)O)C(=O)O. Drug 2: CCCCCOC(=O)NC1=NC(=O)N(C=C1F)C2C(C(C(O2)C)O)O. Cell line: HS 578T. Synergy scores: CSS=11.8, Synergy_ZIP=0.258, Synergy_Bliss=0.345, Synergy_Loewe=-26.5, Synergy_HSA=-0.876. (5) Drug 1: CC(C)(C#N)C1=CC(=CC(=C1)CN2C=NC=N2)C(C)(C)C#N. Drug 2: CC12CCC3C(C1CCC2OP(=O)(O)O)CCC4=C3C=CC(=C4)OC(=O)N(CCCl)CCCl.[Na+]. Cell line: K-562. Synergy scores: CSS=-2.21, Synergy_ZIP=1.81, Synergy_Bliss=-1.41, Synergy_Loewe=-5.99, Synergy_HSA=-5.82. (6) Drug 1: C1=CN(C=N1)CC(O)(P(=O)(O)O)P(=O)(O)O. Drug 2: CN(CCCl)CCCl.Cl. Cell line: HCT-15. Synergy scores: CSS=-2.36, Synergy_ZIP=15.3, Synergy_Bliss=29.2, Synergy_Loewe=-0.455, Synergy_HSA=4.33.